This data is from Peptide-MHC class I binding affinity with 185,985 pairs from IEDB/IMGT. The task is: Regression. Given a peptide amino acid sequence and an MHC pseudo amino acid sequence, predict their binding affinity value. This is MHC class I binding data. (1) The peptide sequence is YITDYSNDI. The MHC is HLA-B18:01 with pseudo-sequence HLA-B18:01. The binding affinity (normalized) is 0.0847. (2) The peptide sequence is YLHIHPFKI. The MHC is HLA-A26:01 with pseudo-sequence HLA-A26:01. The binding affinity (normalized) is 0.0847. (3) The peptide sequence is LTMFLITENK. The MHC is HLA-A68:01 with pseudo-sequence HLA-A68:01. The binding affinity (normalized) is 0.710. (4) The MHC is HLA-B40:02 with pseudo-sequence HLA-B40:02. The binding affinity (normalized) is 0.316. The peptide sequence is YEERLNEQLL. (5) The peptide sequence is EQQQSFMPK. The MHC is HLA-A11:01 with pseudo-sequence HLA-A11:01. The binding affinity (normalized) is 0.776. (6) The peptide sequence is AYISSEATTPV. The MHC is HLA-B07:02 with pseudo-sequence HLA-B07:02. The binding affinity (normalized) is 0. (7) The peptide sequence is AEQTGVSHNL. The MHC is HLA-B40:01 with pseudo-sequence HLA-B40:01. The binding affinity (normalized) is 0.611. (8) The peptide sequence is TRREVHIYY. The MHC is HLA-B15:09 with pseudo-sequence HLA-B15:09. The binding affinity (normalized) is 0.0847. (9) The peptide sequence is EVERLMELPV. The MHC is HLA-A68:02 with pseudo-sequence HLA-A68:02. The binding affinity (normalized) is 0.343.